This data is from Peptide-MHC class II binding affinity with 134,281 pairs from IEDB. The task is: Regression. Given a peptide amino acid sequence and an MHC pseudo amino acid sequence, predict their binding affinity value. This is MHC class II binding data. (1) The peptide sequence is GELQIVDKIDIAFKI. The MHC is DRB1_0802 with pseudo-sequence DRB1_0802. The binding affinity (normalized) is 0.413. (2) The peptide sequence is ALFHEVAKLDVVKLL. The binding affinity (normalized) is 0.590. The MHC is DRB1_0701 with pseudo-sequence DRB1_0701. (3) The peptide sequence is ELNLLDKRQFELYKR. The MHC is DRB1_0701 with pseudo-sequence DRB1_0701. The binding affinity (normalized) is 0.292. (4) The binding affinity (normalized) is 0.364. The peptide sequence is IPVFLQEALNIALVA. The MHC is DRB1_0401 with pseudo-sequence DRB1_0401. (5) The peptide sequence is LFGKKNLIPSSASPW. The MHC is DRB1_0301 with pseudo-sequence DRB1_0301. The binding affinity (normalized) is 0.339. (6) The peptide sequence is IASLFAAAGLAAAAP. The MHC is HLA-DQA10102-DQB10502 with pseudo-sequence HLA-DQA10102-DQB10502. The binding affinity (normalized) is 0.181. (7) The binding affinity (normalized) is 0.808. The peptide sequence is PKGISRMSMAMGTMA. The MHC is HLA-DQA10102-DQB10501 with pseudo-sequence HLA-DQA10102-DQB10501. (8) The peptide sequence is TKFKYLAGDYLSLAD. The MHC is HLA-DQA10401-DQB10402 with pseudo-sequence HLA-DQA10401-DQB10402. The binding affinity (normalized) is 0.322.